From a dataset of Full USPTO retrosynthesis dataset with 1.9M reactions from patents (1976-2016). Predict the reactants needed to synthesize the given product. (1) Given the product [CH:8]1([C:13]([N:15]2[CH2:20][CH:19]([C:21]3[CH:22]=[CH:23][C:24]([CH2:27][CH3:28])=[CH:25][CH:26]=3)[CH2:18][CH:17]([NH:29][C:37]([NH:36][C:30]3[CH:35]=[CH:34][CH:33]=[CH:32][CH:31]=3)=[O:38])[CH2:16]2)=[O:14])[CH2:9][CH2:10][CH2:11][CH2:12]1, predict the reactants needed to synthesize it. The reactants are: FC(F)(F)C(O)=O.[CH:8]1([C:13]([N:15]2[CH2:20][CH:19]([C:21]3[CH:26]=[CH:25][C:24]([CH2:27][CH3:28])=[CH:23][CH:22]=3)[CH2:18][CH:17]([NH2:29])[CH2:16]2)=[O:14])[CH2:12][CH2:11][CH2:10][CH2:9]1.[C:30]1([N:36]=[C:37]=[O:38])[CH:35]=[CH:34][CH:33]=[CH:32][CH:31]=1. (2) Given the product [C:2]1([NH:1][C:9]2[N:14]=[C:13]3[NH:15][CH:16]=[CH:17][C:12]3=[CH:11][CH:10]=2)[CH:7]=[CH:6][CH:5]=[CH:4][CH:3]=1, predict the reactants needed to synthesize it. The reactants are: [NH2:1][C:2]1[CH:7]=[CH:6][CH:5]=[CH:4][CH:3]=1.Br[C:9]1[N:14]=[C:13]2[N:15]([Si](C(C)C)(C(C)C)C(C)C)[CH:16]=[CH:17][C:12]2=[CH:11][CH:10]=1.[Br-].C1(C2C=CC=CC=2)C=CC=CC=1P(C(C)(C)C)C(C)(C)C.CC([O-])(C)C.[Na+].C(O)(C(F)(F)F)=O. (3) Given the product [N:39]1([CH2:46][CH2:47][O:48][C:49]2[N:54]=[CH:53][C:52]([NH:55][C:56]3[CH:61]=[C:60]([OH:62])[CH:59]=[CH:58][C:57]=3[CH:64]3[CH2:73][CH2:72][C:71]4[CH:70]=[C:69]([OH:74])[CH:68]=[CH:67][C:66]=4[CH2:65]3)=[CH:51][CH:50]=2)[CH2:45][CH2:44][CH2:43][CH2:42][CH2:41][CH2:40]1, predict the reactants needed to synthesize it. The reactants are: COC1C=CC(C2CCC3C(=CC=C(OC)C=3)C2)=C(N)C=1.BrC1C=CC(OCCN2CCCCCC2)=NC=1.[N:39]1([CH2:46][CH2:47][O:48][C:49]2[N:54]=[CH:53][C:52]([NH:55][C:56]3[CH:61]=[C:60]([O:62]C)[CH:59]=[CH:58][C:57]=3[CH:64]3[CH2:73][CH2:72][C:71]4[C:66](=[CH:67][CH:68]=[C:69]([O:74]C)[CH:70]=4)[CH2:65]3)=[CH:51][CH:50]=2)[CH2:45][CH2:44][CH2:43][CH2:42][CH2:41][CH2:40]1. (4) Given the product [CH3:3][O:4][C:5]1[N:10]=[CH:9][N:8]=[C:7]([NH:11][C:13]2[S:14][C:15]([C:18]#[N:19])=[CH:16][N:17]=2)[CH:6]=1, predict the reactants needed to synthesize it. The reactants are: [H-].[Na+].[CH3:3][O:4][C:5]1[N:10]=[CH:9][N:8]=[C:7]([NH2:11])[CH:6]=1.Cl[C:13]1[S:14][C:15]([C:18]#[N:19])=[CH:16][N:17]=1.Cl. (5) Given the product [Br:41][CH2:21][CH2:22][CH2:23][CH2:24]/[C:25](/[C:36]([O:38][CH3:39])=[O:37])=[C:26](/[C:32]([O:34][CH3:35])=[O:33])\[CH2:27][C:28]([O:30][CH3:31])=[O:29], predict the reactants needed to synthesize it. The reactants are: C1C=CC(P(C2C=CC=CC=2)C2C=CC=CC=2)=CC=1.O[CH2:21][CH2:22][CH2:23][CH2:24]/[C:25](/[C:36]([O:38][CH3:39])=[O:37])=[C:26](/[C:32]([O:34][CH3:35])=[O:33])\[CH2:27][C:28]([O:30][CH3:31])=[O:29].C(Br)(Br)(Br)[Br:41]. (6) Given the product [O:1]1[CH:5]=[CH:4][CH:3]=[C:2]1[C:6]1[O:7][C:8]([CH3:36])=[C:9]([CH2:11][O:12][C:13]2[CH:33]=[CH:32][C:16]([CH2:17][O:18][C:19]3[C:23](/[CH:24]=[CH:39]/[C:37]#[N:38])=[CH:22][N:21]([C:26]4[CH:31]=[CH:30][CH:29]=[CH:28][CH:27]=4)[N:20]=3)=[CH:15][C:14]=2[O:34][CH3:35])[N:10]=1, predict the reactants needed to synthesize it. The reactants are: [O:1]1[CH:5]=[CH:4][CH:3]=[C:2]1[C:6]1[O:7][C:8]([CH3:36])=[C:9]([CH2:11][O:12][C:13]2[CH:33]=[CH:32][C:16]([CH2:17][O:18][C:19]3[C:23]([CH:24]=O)=[CH:22][N:21]([C:26]4[CH:31]=[CH:30][CH:29]=[CH:28][CH:27]=4)[N:20]=3)=[CH:15][C:14]=2[O:34][CH3:35])[N:10]=1.[C:37]([CH2:39]P(=O)(OCC)OCC)#[N:38].CN(C)C=O.[H-].[Na+]. (7) Given the product [C:39]([OH:42])(=[O:41])/[CH:40]=[CH:33]/[C:32]([OH:35])=[O:34].[Cl:1][C:2]1[C:7]([C:8]2[S:12][C:11]([CH2:13][NH:14][CH3:15])=[CH:10][C:9]=2[S:23]([C:26]2[CH:27]=[N:28][CH:29]=[CH:30][CH:31]=2)(=[O:24])=[O:25])=[CH:6][CH:5]=[CH:4][N:3]=1, predict the reactants needed to synthesize it. The reactants are: [Cl:1][C:2]1[C:7]([C:8]2[S:12][C:11]([CH2:13][N:14](C)[C:15](=O)OC(C)(C)C)=[CH:10][C:9]=2[S:23]([C:26]2[CH:27]=[N:28][CH:29]=[CH:30][CH:31]=2)(=[O:25])=[O:24])=[CH:6][CH:5]=[CH:4][N:3]=1.[C:32]([O:35]CC)(=[O:34])[CH3:33].Cl.[C:39]([O:42]CC)(=[O:41])[CH3:40]. (8) Given the product [CH3:8][O:9][C:10](=[O:22])[CH2:11][NH:12][C:13](=[O:21])[C@H:14]([CH2:16][O:17][CH2:18][CH:19]=[CH2:20])[NH:15][C:51](=[O:52])[C@H:47]([CH:48]([CH3:50])[CH3:49])[NH:46][C:44](=[O:45])[C@H:40]([CH:41]([CH3:42])[CH3:43])[NH:39][C:37](=[O:38])[C@H:31]([CH2:32][O:33][CH2:34][CH:35]=[CH2:36])[NH:30][C:28]([O:27][C:23]([CH3:25])([CH3:24])[CH3:26])=[O:29], predict the reactants needed to synthesize it. The reactants are: FC(F)(F)C(O)=O.[CH3:8][O:9][C:10](=[O:22])[CH2:11][NH:12][C:13](=[O:21])[C@H:14]([CH2:16][O:17][CH2:18][CH:19]=[CH2:20])[NH2:15].[C:23]([O:27][C:28]([NH:30][C@H:31]([C:37]([NH:39][C@H:40]([C:44]([NH:46][C@H:47]([C:51](O)=[O:52])[CH:48]([CH3:50])[CH3:49])=[O:45])[CH:41]([CH3:43])[CH3:42])=[O:38])[CH2:32][O:33][CH2:34][CH:35]=[CH2:36])=[O:29])([CH3:26])([CH3:25])[CH3:24].C(N(CC)C(C)C)(C)C.C1C=C2N=NN(O)C2=CC=1.O.CCN=C=NCCCN(C)C.Cl. (9) The reactants are: [CH3:1][O:2][C:3]([CH:5](P(OC)(OC)=O)[NH:6][C:7]([O:9][CH2:10][C:11]1[CH:16]=[CH:15][CH:14]=[CH:13][CH:12]=1)=[O:8])=[O:4].N12CCCN=C1CCCCC2.[F:34][C:35]1[CH:42]=[CH:41][CH:40]=[C:39]([F:43])[C:36]=1[CH:37]=O.C(OCC)C. Given the product [CH3:1][O:2][C:3](=[O:4])[C:5]([NH:6][C:7]([O:9][CH2:10][C:11]1[CH:12]=[CH:13][CH:14]=[CH:15][CH:16]=1)=[O:8])=[CH:37][C:36]1[C:35]([F:34])=[CH:42][CH:41]=[CH:40][C:39]=1[F:43], predict the reactants needed to synthesize it.